Dataset: Catalyst prediction with 721,799 reactions and 888 catalyst types from USPTO. Task: Predict which catalyst facilitates the given reaction. Reactant: [OH-].[Na+].O.C1(O[C:11](=O)[N:12]([CH2:14][CH2:15][C@H:16]([O:22][C:23]2[C:32]3[C:27](=[CH:28][CH:29]=[CH:30][CH:31]=3)[CH:26]=[CH:25][CH:24]=2)[C:17]2[S:18][CH:19]=[CH:20][CH:21]=2)C)C=CC=CC=1. Product: [CH3:11][NH:12][CH2:14][CH2:15][C@H:16]([O:22][C:23]1[CH:24]=[CH:25][CH:26]=[C:27]2[CH:28]=[CH:29][CH:30]=[CH:31][C:32]=12)[C:17]1[S:18][CH:19]=[CH:20][CH:21]=1. The catalyst class is: 16.